From a dataset of Forward reaction prediction with 1.9M reactions from USPTO patents (1976-2016). Predict the product of the given reaction. (1) Given the reactants [CH2:1]([S:3]([C:6]1[CH:7]=[C:8]([C:12]2[CH:20]=[CH:19][C:18]([O:21][CH2:22][CH2:23][CH2:24][OH:25])=[C:17]3[C:13]=2[C:14]2[CH:29]=[C:28]([CH3:30])[CH:27]=[N:26][C:15]=2[NH:16]3)[CH:9]=[CH:10][CH:11]=1)(=[O:5])=[O:4])[CH3:2].C(S(C1C=C(C2[C:47]3C4C=C(C)C=NC=4[NH:50][C:46]=3[C:45]([O:56]C[C@H](OC(=O)[C@H](C)N)C)=NC=2)C=CC=1)(=O)=O)C, predict the reaction product. The product is: [NH2:50][C@@H:46]([CH3:47])[C:45]([O:25][CH2:24][CH2:23][CH2:22][O:21][C:18]1[CH:19]=[CH:20][C:12]([C:8]2[CH:9]=[CH:10][CH:11]=[C:6]([S:3]([CH2:1][CH3:2])(=[O:5])=[O:4])[CH:7]=2)=[C:13]2[C:17]=1[NH:16][C:15]1[N:26]=[CH:27][C:28]([CH3:30])=[CH:29][C:14]2=1)=[O:56]. (2) The product is: [F:22][C:19]([F:20])([F:21])[O:18][C:15]1[CH:16]=[CH:17][C:12]([C:10]2[O:11][C:7]3[CH:6]=[CH:5][C:4]([NH2:1])=[CH:23][C:8]=3[N:9]=2)=[CH:13][CH:14]=1. Given the reactants [N+:1]([C:4]1[CH:5]=[CH:6][C:7]2[O:11][C:10]([C:12]3[CH:17]=[CH:16][C:15]([O:18][C:19]([F:22])([F:21])[F:20])=[CH:14][CH:13]=3)=[N:9][C:8]=2[CH:23]=1)([O-])=O.C([O-])=O.[NH4+], predict the reaction product. (3) Given the reactants [C:1]([O:4][C@H:5]1[C@H:10]([O:11][C:12](=[O:14])[CH3:13])[C@H:9]([O:15][C:16](=[O:18])[CH3:17])[C@H:8]([CH3:19])[O:7][C@@H:6]1[CH2:20][P:21]([O:32][CH2:33][O:34][C:35](=[O:40])[C:36](C)(C)C)([O:23][CH2:24][O:25][C:26](=[O:31])[C:27](C)(C)C)=[O:22])(=[O:3])[CH3:2].C(OCBr)(=O)C.C(OCI)(=O)C(C)(C)C, predict the reaction product. The product is: [C:1]([O:4][C@H:5]1[C@H:10]([O:11][C:12](=[O:14])[CH3:13])[C@H:9]([O:15][C:16](=[O:18])[CH3:17])[C@H:8]([CH3:19])[O:7][C@@H:6]1[CH2:20][P:21]([O:32][CH2:33][O:34][C:35](=[O:40])[CH3:36])([O:23][CH2:24][O:25][C:26](=[O:31])[CH3:27])=[O:22])(=[O:3])[CH3:2]. (4) Given the reactants [CH2:1]([O:3][C:4]([C:6]1[O:14][C:13]2[C:12]([CH3:15])=[CH:11][N:10]=[CH:9][C:8]=2[C:7]=1[NH:16][C:17]1[CH:22]=[CH:21][C:20]([Si](C)(C)C)=[CH:19][C:18]=1[F:27])=[O:5])[CH3:2].[I:28]Cl.[O-]S([O-])(=S)=O.[Na+].[Na+], predict the reaction product. The product is: [CH2:1]([O:3][C:4]([C:6]1[O:14][C:13]2[C:12]([CH3:15])=[CH:11][N:10]=[CH:9][C:8]=2[C:7]=1[NH:16][C:17]1[CH:22]=[CH:21][C:20]([I:28])=[CH:19][C:18]=1[F:27])=[O:5])[CH3:2]. (5) Given the reactants [NH2:1][C:2]([NH2:4])=[O:3].[CH2:5]([O:7][C:8]1[CH:9]=[C:10]([CH:13]=[C:14]([N+:17]([O-:19])=[O:18])[C:15]=1[OH:16])[CH:11]=O)[CH3:6].B(F)(F)F.CCOCC.[CH:29]1([CH2:35][C:36]([C:38]2[CH:43]=[CH:42][CH:41]=[CH:40][CH:39]=2)=O)[CH2:34][CH2:33][CH2:32][CH2:31][CH2:30]1, predict the reaction product. The product is: [CH:38]1([C:36]2[CH:11]([C:10]3[CH:13]=[C:14]([N+:17]([O-:19])=[O:18])[C:15]([OH:16])=[C:8]([O:7][CH2:5][CH3:6])[CH:9]=3)[NH:1][C:2](=[O:3])[NH:4][C:35]=2[C:29]2[CH:30]=[CH:31][CH:32]=[CH:33][CH:34]=2)[CH2:43][CH2:42][CH2:41][CH2:40][CH2:39]1. (6) Given the reactants [C:1]([O:5][C:6]([N:8]1[CH2:13][CH2:12][CH:11]([O:14][C:15]2[C:20]([CH3:21])=[CH:19][C:18]([N+:22]([O-:24])=[O:23])=[CH:17][C:16]=2[C:25](O)=[O:26])[CH2:10][CH2:9]1)=[O:7])([CH3:4])([CH3:3])[CH3:2].ClC(OCC(C)C)=O.C([N:38](CC)CC)C.N, predict the reaction product. The product is: [C:1]([O:5][C:6]([N:8]1[CH2:9][CH2:10][CH:11]([O:14][C:15]2[C:20]([CH3:21])=[CH:19][C:18]([N+:22]([O-:24])=[O:23])=[CH:17][C:16]=2[C:25](=[O:26])[NH2:38])[CH2:12][CH2:13]1)=[O:7])([CH3:3])([CH3:4])[CH3:2].